From a dataset of Forward reaction prediction with 1.9M reactions from USPTO patents (1976-2016). Predict the product of the given reaction. Given the reactants C(OC([N:6]1[CH2:11][CH2:10][C:9]2[C:12]3[C:13](=[C:15]([O:22][CH3:23])[CH:16]=[CH:17][C:18]=3[C:19]([OH:21])=[O:20])[O:14][C:8]=2[CH2:7]1)=O)C.[OH-].[K+].[C:34](O[C:34]([O:36][C:37]([CH3:40])([CH3:39])[CH3:38])=[O:35])([O:36][C:37]([CH3:40])([CH3:39])[CH3:38])=[O:35], predict the reaction product. The product is: [C:37]([O:36][C:34]([N:6]1[CH2:11][CH2:10][C:9]2[C:12]3[C:13](=[C:15]([O:22][CH3:23])[CH:16]=[CH:17][C:18]=3[C:19]([OH:21])=[O:20])[O:14][C:8]=2[CH2:7]1)=[O:35])([CH3:38])([CH3:39])[CH3:40].